Dataset: Reaction yield outcomes from USPTO patents with 853,638 reactions. Task: Predict the reaction yield, written as a fraction of the theoretical maximum amount of product (1.0 means a 100% yield; for example, 0.34 means a 34% yield). (1) No catalyst specified. The reactants are Cl[C:2]1[CH:7]=[CH:6][N:5]=[C:4]2[NH:8][CH:9]=[C:10]([C:11]#[N:12])[C:3]=12.[S:13]1[CH:17]=[CH:16][C:15](B(O)O)=[CH:14]1. The yield is 0.180. The product is [S:13]1[CH:17]=[CH:16][C:15]([C:2]2[CH:7]=[CH:6][N:5]=[C:4]3[NH:8][CH:9]=[C:10]([C:11]#[N:12])[C:3]=23)=[CH:14]1. (2) The reactants are [CH2:1]([NH:4][C:5]1[C:14]2[C:9](=[CH:10][CH:11]=[C:12]([N+:15]([O-:17])=[O:16])[CH:13]=2)[N:8]=[C:7](Cl)[N:6]=1)[CH:2]=[CH2:3].Cl.[CH2:20]([O:23][CH2:24][CH2:25][NH2:26])[CH2:21][CH3:22].C(N(CC)CC)C.O. The catalyst is C(#N)C. The product is [CH2:1]([NH:4][C:5]1[C:14]2[C:9](=[CH:10][CH:11]=[C:12]([N+:15]([O-:17])=[O:16])[CH:13]=2)[N:8]=[C:7]([NH:26][CH2:25][CH2:24][O:23][CH2:20][CH2:21][CH3:22])[N:6]=1)[CH:2]=[CH2:3]. The yield is 0.723. (3) The reactants are [CH3:1][NH:2][CH2:3][C:4]([NH:6][CH2:7][CH2:8][NH:9][C:10](=[O:32])[CH2:11][CH2:12]/[CH:13]=[CH:14]\[CH2:15]/[CH:16]=[CH:17]\[CH2:18]/[CH:19]=[CH:20]\[CH2:21]/[CH:22]=[CH:23]\[CH2:24]/[CH:25]=[CH:26]\[CH2:27]/[CH:28]=[CH:29]\[CH2:30][CH3:31])=[O:5].C(OC([NH:40][C:41](=NC(=O)OC(C)(C)C)[N:42]1C=CC=N1)=O)(C)(C)C.CCN(C(C)C)C(C)C. The catalyst is CN(C=O)C.CCOC(C)=O. The product is [CH3:1][N:2]([CH2:3][C:4]([NH:6][CH2:7][CH2:8][NH:9][C:10](=[O:32])[CH2:11][CH2:12]/[CH:13]=[CH:14]\[CH2:15]/[CH:16]=[CH:17]\[CH2:18]/[CH:19]=[CH:20]\[CH2:21]/[CH:22]=[CH:23]\[CH2:24]/[CH:25]=[CH:26]\[CH2:27]/[CH:28]=[CH:29]\[CH2:30][CH3:31])=[O:5])[C:41]([NH2:42])=[NH:40]. The yield is 0.430. (4) The product is [NH2:7][C:8]1[C:13]([O:14][C:16]2[CH:23]=[CH:22][C:19]([C:20]#[N:21])=[CH:18][CH:17]=2)=[CH:12][CH:11]=[CH:10][N:9]=1. The catalyst is CN(C=O)C. The yield is 0.727. The reactants are C(=O)([O-])[O-].[K+].[K+].[NH2:7][C:8]1[C:13]([OH:14])=[CH:12][CH:11]=[CH:10][N:9]=1.F[C:16]1[CH:23]=[CH:22][C:19]([C:20]#[N:21])=[CH:18][CH:17]=1. (5) The reactants are C[Si]([N-][Si](C)(C)C)(C)C.[Li+].[O:11]1[C:15]2([CH2:20][CH2:19][C:18](=[O:21])[CH2:17][CH2:16]2)[O:14][CH2:13][CH2:12]1.[CH3:22]I.[Cl-].[NH4+]. The catalyst is O1CCCC1. The product is [CH3:22][CH:19]1[C:18](=[O:21])[CH2:17][CH2:16][C:15]2([O:14][CH2:13][CH2:12][O:11]2)[CH2:20]1. The yield is 0.620. (6) The reactants are [CH2:1]([Mg]Cl)[CH2:2][CH3:3].[C:6]1([C:12]2([C:28]#N)[CH2:17][CH2:16][N:15]([S:18]([C:21]3[CH:26]=[CH:25][C:24]([CH3:27])=[CH:23][CH:22]=3)(=[O:20])=[O:19])[CH2:14][CH2:13]2)[CH:11]=[CH:10][CH:9]=[CH:8][CH:7]=1.[O:30]1CCCC1. The catalyst is C1(C)C=CC=CC=1. The product is [C:6]1([C:12]2([C:28](=[O:30])[CH2:1][CH2:2][CH3:3])[CH2:17][CH2:16][N:15]([S:18]([C:21]3[CH:26]=[CH:25][C:24]([CH3:27])=[CH:23][CH:22]=3)(=[O:20])=[O:19])[CH2:14][CH2:13]2)[CH:11]=[CH:10][CH:9]=[CH:8][CH:7]=1. The yield is 0.500. (7) The reactants are [C:1]([C:3]1[C:8]([O:9][CH3:10])=[CH:7][C:6]([N+:11]([O-])=O)=[CH:5][N:4]=1)#[N:2]. The catalyst is CCOC(C)=O.CC(O)=O.[Fe]. The product is [NH2:11][C:6]1[CH:7]=[C:8]([O:9][CH3:10])[C:3]([C:1]#[N:2])=[N:4][CH:5]=1. The yield is 0.970. (8) The reactants are [Cl:1][C:2]1[CH:7]=[CH:6][N:5]=[C:4]2[NH:8][CH:9]=[C:10]([I:11])[C:3]=12.[H-].[Na+].[CH3:14][CH:15]([Si:17](Cl)([CH:21]([CH3:23])[CH3:22])[CH:18]([CH3:20])[CH3:19])[CH3:16]. The catalyst is CN(C=O)C. The product is [Cl:1][C:2]1[CH:7]=[CH:6][N:5]=[C:4]2[N:8]([Si:17]([CH:21]([CH3:23])[CH3:22])([CH:18]([CH3:20])[CH3:19])[CH:15]([CH3:16])[CH3:14])[CH:9]=[C:10]([I:11])[C:3]=12. The yield is 0.680. (9) The reactants are [NH2:1][C:2]1[C:7]([CH:8]=O)=[CH:6][C:5]([Br:10])=[CH:4][N:3]=1.[C:11](OCC)(=[O:18])[CH2:12][C:13]([O:15][CH2:16][CH3:17])=[O:14].N1CCCCC1. The catalyst is CCO. The product is [CH2:16]([O:15][C:13]([C:12]1[C:11](=[O:18])[NH:1][C:2]2[C:7]([CH:8]=1)=[CH:6][C:5]([Br:10])=[CH:4][N:3]=2)=[O:14])[CH3:17]. The yield is 0.570.